This data is from Full USPTO retrosynthesis dataset with 1.9M reactions from patents (1976-2016). The task is: Predict the reactants needed to synthesize the given product. (1) Given the product [C:13]([O:17][C:18](=[O:33])[N:19]([CH2:20][CH3:21])[CH2:22][CH2:23][CH2:24][O:25][C:26]1[CH:27]=[CH:28][C:29]([N:32]=[C:1]=[S:2])=[CH:30][CH:31]=1)([CH3:14])([CH3:15])[CH3:16], predict the reactants needed to synthesize it. The reactants are: [C:1](N1C=CN=C1)(N1C=CN=C1)=[S:2].[C:13]([O:17][C:18](=[O:33])[N:19]([CH2:22][CH2:23][CH2:24][O:25][C:26]1[CH:31]=[CH:30][C:29]([NH2:32])=[CH:28][CH:27]=1)[CH2:20][CH3:21])([CH3:16])([CH3:15])[CH3:14]. (2) Given the product [Br:17][C:16]1[C:11]([N:8]2[CH2:7][CH2:6][N:5]([C:3](=[O:4])[C@@H:38]([C:42]3[CH:43]=[CH:44][C:45]([Cl:48])=[CH:46][CH:47]=3)[CH2:37][N:36]([CH:49]([CH3:51])[CH3:50])[C:34](=[O:35])[O:33][C:29]([CH3:31])([CH3:32])[CH3:30])[CH2:10][CH2:9]2)=[C:12]2[CH:20]=[CH:19][NH:18][C:13]2=[N:14][CH:15]=1, predict the reactants needed to synthesize it. The reactants are: N[C@H](CC1C=CC(Cl)=CC=1)[C:3]([N:5]1[CH2:10][CH2:9][N:8]([C:11]2[C:16]([Br:17])=[CH:15][N:14]=[C:13]3[NH:18][CH:19]=[CH:20][C:12]=23)[CH2:7][CH2:6]1)=[O:4].[C:29]([O:33][C:34]([N:36]([CH:49]([CH3:51])[CH3:50])[CH2:37][C@H:38]([C:42]1[CH:47]=[CH:46][C:45]([Cl:48])=[CH:44][CH:43]=1)C(O)=O)=[O:35])([CH3:32])([CH3:31])[CH3:30].C1C=CC2N(O)N=NC=2C=1.O.CCN=C=NCCCN(C)C.C(N(CC)CC)C. (3) Given the product [N+:20]([C:23]1[CH:28]=[CH:27][C:26]([C:8]2[O:7][C:6]3[CH:5]=[C:4]4[C:12]([N:13]([CH2:14][CH2:15][CH2:16][C:17]([OH:19])=[O:18])[C:2](=[S:1])[S:3]4)=[N:11][C:10]=3[CH:9]=2)=[CH:25][CH:24]=1)([O-:22])=[O:21], predict the reactants needed to synthesize it. The reactants are: [S:1]=[C:2]1[N:13]([CH2:14][CH2:15][CH2:16][C:17]([OH:19])=[O:18])[C:12]2[C:4](=[CH:5][C:6]3[O:7][CH:8]=[CH:9][C:10]=3[N:11]=2)[S:3]1.[N+:20]([C:23]1[CH:28]=[CH:27][CH:26]=[CH:25][CH:24]=1)([O-:22])=[O:21].CCCCCC.O. (4) Given the product [BrH:1].[CH3:32][C:10]1[CH:11]=[C:12]([N:15]2[CH2:20][CH2:19][CH2:18][N:17]([CH2:21][C:22]3[CH:30]=[CH:29][C:28]4[O:27][CH2:26][O:25][C:24]=4[CH:23]=3)[C:16]2=[O:31])[CH:13]=[CH:14][C:9]=1[O:8][C:5]1[CH:4]=[CH:3][C:2]([CH2:84][C:83](=[O:85])[C:80]2[CH:79]=[CH:78][C:77]([C:76]([F:75])([F:86])[F:87])=[CH:82][CH:81]=2)=[CH:7][N:6]=1, predict the reactants needed to synthesize it. The reactants are: [Br:1][C:2]1[CH:3]=[CH:4][C:5]([O:8][C:9]2[CH:14]=[CH:13][C:12]([N:15]3[CH2:20][CH2:19][CH2:18][N:17]([CH2:21][C:22]4[CH:30]=[CH:29][C:28]5[O:27][CH2:26][O:25][C:24]=5[CH:23]=4)[C:16]3=[O:31])=[CH:11][C:10]=2[CH3:32])=[N:6][CH:7]=1.CC1(C)C2C(=C(P(C3C=CC=CC=3)C3C=CC=CC=3)C=CC=2)OC2C(P(C3C=CC=CC=3)C3C=CC=CC=3)=CC=CC1=2.[F:75][C:76]([F:87])([F:86])[C:77]1[CH:82]=[CH:81][C:80]([C:83](=[O:85])[CH3:84])=[CH:79][CH:78]=1.C[Si]([N-][Si](C)(C)C)(C)C.[K+].Br. (5) The reactants are: Br[C:2]1[N:3]=[C:4]2[N:11]([CH2:12][CH2:13][N:14]3[CH2:19][CH2:18][O:17][CH2:16][CH2:15]3)[CH2:10][C:9](=[O:20])[NH:8][C:5]2=[N:6][CH:7]=1.C[Sn](C)(C)[C:23]1[CH:24]=[CH:25][C:26]([C:29]([OH:32])([CH3:31])[CH3:30])=[N:27][CH:28]=1. Given the product [OH:32][C:29]([C:26]1[N:27]=[CH:28][C:23]([C:2]2[N:3]=[C:4]3[N:11]([CH2:12][CH2:13][N:14]4[CH2:19][CH2:18][O:17][CH2:16][CH2:15]4)[CH2:10][C:9](=[O:20])[NH:8][C:5]3=[N:6][CH:7]=2)=[CH:24][CH:25]=1)([CH3:31])[CH3:30], predict the reactants needed to synthesize it. (6) Given the product [F:1][C@:2]([C:7]1[CH:8]=[CH:9][C:10]([O:13][S:14]([C:17]([F:18])([F:20])[F:19])(=[O:16])=[O:15])=[CH:11][CH:12]=1)([CH3:6])[C:3]([OH:5])=[O:4], predict the reactants needed to synthesize it. The reactants are: [F:1][C:2]([C:7]1[CH:12]=[CH:11][C:10]([O:13][S:14]([C:17]([F:20])([F:19])[F:18])(=[O:16])=[O:15])=[CH:9][CH:8]=1)([CH3:6])[C:3]([OH:5])=[O:4].C=C[C@@H]1[C@@H]2C[C@@H]([C@H](O)C3C=CN=C4C=CC=CC=34)N(CC2)C1.